Dataset: Catalyst prediction with 721,799 reactions and 888 catalyst types from USPTO. Task: Predict which catalyst facilitates the given reaction. (1) Reactant: [C:1]12[N:25]=[C:18]([N:19]=[CH:20][C:21]=1[C:22]([OH:24])=O)[NH:17][CH2:16][CH2:15][CH2:14][CH2:13][CH2:12][CH2:11][N:10]1[CH:26]=[C:7]([N:8]=[N:9]1)[CH2:6][CH2:5][CH2:4][CH2:3][NH:2]2.[CH2:27]([N:34]1[CH2:39][CH2:38][CH:37]([NH2:40])[CH2:36][CH2:35]1)[C:28]1[CH:33]=[CH:32][CH:31]=[CH:30][CH:29]=1.CN(C(ON1N=NC2C=CC=NC1=2)=[N+](C)C)C.F[P-](F)(F)(F)(F)F. Product: [CH2:27]([N:34]1[CH2:39][CH2:38][CH:37]([NH:40][C:22]([C:21]2[CH:20]=[N:19][C:18]3[NH:17][CH2:16][CH2:15][CH2:14][CH2:13][CH2:12][CH2:11][N:10]4[CH:26]=[C:7]([CH2:6][CH2:5][CH2:4][CH2:3][NH:2][C:1]=2[N:25]=3)[N:8]=[N:9]4)=[O:24])[CH2:36][CH2:35]1)[C:28]1[CH:29]=[CH:30][CH:31]=[CH:32][CH:33]=1. The catalyst class is: 3. (2) Reactant: [NH2:1][CH2:2][CH2:3][C:4]([OH:6])=[O:5].[OH-].[Na+].[C:9](Cl)(=[O:18])[C:10]1[C:11]([O:16][CH3:17])=[CH:12][CH:13]=[CH:14][CH:15]=1.Cl. Product: [C:9]([NH:1][CH2:2][CH2:3][C:4]([OH:6])=[O:5])(=[O:18])[C:10]1[C:11]([O:16][CH3:17])=[CH:12][CH:13]=[CH:14][CH:15]=1. The catalyst class is: 6. (3) The catalyst class is: 19. Reactant: [N:1]([C:4]1[C:5]2[NH:12][CH:11]=[C:10]([C@@H:13]3[N:17]([C:18]([O:20][C:21]([CH3:24])([CH3:23])[CH3:22])=[O:19])[C@H:16]([CH2:25][O:26][C:27](=[O:40])[C@@H:28]([NH:32][C:33]([O:35][C:36]([CH3:39])([CH3:38])[CH3:37])=[O:34])[CH:29]([CH3:31])[CH3:30])[C@H:15]4[O:41][C:42]([CH3:45])([CH3:44])[O:43][C@@H:14]34)[C:6]=2[N:7]=[CH:8][N:9]=1)=[N+]=[N-].[H][H]. Product: [NH2:1][C:4]1[C:5]2[NH:12][CH:11]=[C:10]([C@@H:13]3[N:17]([C:18]([O:20][C:21]([CH3:24])([CH3:23])[CH3:22])=[O:19])[C@H:16]([CH2:25][O:26][C:27](=[O:40])[C@@H:28]([NH:32][C:33]([O:35][C:36]([CH3:39])([CH3:38])[CH3:37])=[O:34])[CH:29]([CH3:31])[CH3:30])[C@H:15]4[O:41][C:42]([CH3:44])([CH3:45])[O:43][C@@H:14]34)[C:6]=2[N:7]=[CH:8][N:9]=1. (4) Reactant: [C:1]([O:5][C:6](=[O:28])[NH:7][C:8]1[N:9]([CH3:27])[C:10](=[O:26])[C@H:11]([CH2:24][CH3:25])[C@@:12]([CH3:23])([C:14]2[CH:19]=[CH:18][CH:17]=[C:16]([N+:20]([O-])=O)[CH:15]=2)[N:13]=1)([CH3:4])([CH3:3])[CH3:2].CCN(CC)CC. Product: [C:1]([O:5][C:6](=[O:28])[NH:7][C:8]1[N:9]([CH3:27])[C:10](=[O:26])[C@H:11]([CH2:24][CH3:25])[C@:12]([C:14]2[CH:19]=[CH:18][CH:17]=[C:16]([NH2:20])[CH:15]=2)([CH3:23])[N:13]=1)([CH3:4])([CH3:2])[CH3:3]. The catalyst class is: 29. (5) Reactant: [CH3:1][C:2]1[CH:22]=[CH:21][CH:20]=[C:19]([CH3:23])[C:3]=1[CH2:4][O:5][C:6]1[CH:7]=[C:8]([C:12](=[O:18])[CH2:13][CH2:14][C:15]([OH:17])=[O:16])[CH:9]=[CH:10][CH:11]=1.[OH-].[K+:25]. Product: [K+:25].[CH3:23][C:19]1[CH:20]=[CH:21][CH:22]=[C:2]([CH3:1])[C:3]=1[CH2:4][O:5][C:6]1[CH:7]=[C:8]([C:12](=[O:18])[CH2:13][CH2:14][C:15]([O-:17])=[O:16])[CH:9]=[CH:10][CH:11]=1. The catalyst class is: 8. (6) Reactant: [F:1][C:2]1[C:3]([N:9]=[CH:10][N:11]([CH3:13])[CH3:12])=[N:4][C:5]([OH:8])=[N:6][CH:7]=1.C(N(CC)CC)C.[Cl:21][C:22]1[CH:27]=[CH:26][C:25]([S:28](Cl)(=[O:30])=[O:29])=[CH:24][CH:23]=1. Product: [Cl:21][C:22]1[CH:27]=[CH:26][C:25]([S:28]([N:6]2[CH:7]=[C:2]([F:1])[C:3]([N:9]=[CH:10][N:11]([CH3:13])[CH3:12])=[N:4][C:5]2=[O:8])(=[O:30])=[O:29])=[CH:24][CH:23]=1. The catalyst class is: 4. (7) Reactant: [C:1]([O:5][C:6](=[O:25])[NH:7][C:8](=[O:24])[NH:9][CH2:10][CH2:11][O:12][N:13]1C(=O)C2C(=CC=CC=2)C1=O)([CH3:4])([CH3:3])[CH3:2].C(Cl)Cl.O.NN. Product: [NH2:13][O:12][CH2:11][CH2:10][NH:9][C:8]([NH:7][C:6](=[O:25])[O:5][C:1]([CH3:3])([CH3:2])[CH3:4])=[O:24]. The catalyst class is: 8. (8) The catalyst class is: 46. Product: [NH3:13].[CH:27]([C:30]1[N:31]([CH:16]2[CH2:15][CH2:14][NH:13][CH2:18][CH2:17]2)[CH:32]=[CH:33][N:34]=1)([CH3:29])[CH3:28]. Reactant: CS(Cl)(=O)=O.C(OC([N:13]1[CH2:18][CH2:17][CH:16](O)[CH2:15][CH2:14]1)=O)(C)(C)C.C(N(CC)CC)C.[CH:27]([C:30]1[NH:31][CH:32]=[CH:33][N:34]=1)([CH3:29])[CH3:28].C(=O)([O-])[O-].[Cs+].[Cs+].